The task is: Predict the product of the given reaction.. This data is from Forward reaction prediction with 1.9M reactions from USPTO patents (1976-2016). (1) Given the reactants [NH2:1][CH2:2][C@H:3]([OH:16])[CH2:4][O:5][C:6]1[C:14]2[NH:13][C:12](=[O:15])[NH:11][C:10]=2[CH:9]=[CH:8][CH:7]=1.[CH:17]([O:20][C:21]([CH:23]1[CH2:27][CH2:26][CH2:25][N:24]1[S:28]([C:31]1[CH:36]=[CH:35][C:34]([N:37]2[CH2:42][CH2:41][C:40](=O)[CH2:39][CH2:38]2)=[CH:33][CH:32]=1)(=[O:30])=[O:29])=[O:22])([CH3:19])[CH3:18], predict the reaction product. The product is: [CH:17]([O:20][C:21]([CH:23]1[CH2:27][CH2:26][CH2:25][N:24]1[S:28]([C:31]1[CH:32]=[CH:33][C:34]([N:37]2[CH2:42][CH2:41][CH:40]([NH:1][CH2:2][CH:3]([OH:16])[CH2:4][O:5][C:6]3[C:14]4[NH:13][C:12](=[O:15])[NH:11][C:10]=4[CH:9]=[CH:8][CH:7]=3)[CH2:39][CH2:38]2)=[CH:35][CH:36]=1)(=[O:30])=[O:29])=[O:22])([CH3:19])[CH3:18]. (2) Given the reactants [CH2:1]([C:3]1[N:13](CC2C=CC3/C(=C(/C)\C#N)/C4C=CC=CC=4CCC=3C=2)[C:6]2=[N:7][C:8]([CH3:12])=[CH:9][C:10]([CH3:11])=[C:5]2[N:4]=1)[CH3:2].OCC1C=CC2/C(=C(/C)\C#N)/C3C=CC=CC=3CCC=2C=1, predict the reaction product. The product is: [CH2:1]([C:3]1[NH:13][C:6]2=[N:7][C:8]([CH3:12])=[CH:9][C:10]([CH3:11])=[C:5]2[N:4]=1)[CH3:2]. (3) Given the reactants [CH3:1][CH:2]([O:4][C:5](=[O:29])[NH:6][C@H:7]1[C:16]2[C:11](=[CH:12][CH:13]=[C:14]([C:17]3[CH:22]=[CH:21][C:20]([CH:23]=O)=[CH:19][CH:18]=3)[CH:15]=2)[N:10]([C:25](=[O:27])[CH3:26])[C@@H:9]([CH3:28])[CH2:8]1)[CH3:3].C(O)(=O)C.[NH:34]1[CH2:39][CH2:38][CH2:37][CH2:36][CH2:35]1.C(O[BH-](OC(=O)C)OC(=O)C)(=O)C.[Na+], predict the reaction product. The product is: [NH3:6].[C:25]([N:10]1[C:11]2[C:16](=[CH:15][C:14]([C:17]3[CH:18]=[CH:19][C:20]([CH2:23][N:34]4[CH2:39][CH2:38][CH2:37][CH2:36][CH2:35]4)=[CH:21][CH:22]=3)=[CH:13][CH:12]=2)[C@H:7]([NH:6][C:5](=[O:29])[O:4][CH:2]([CH3:3])[CH3:1])[CH2:8][C@@H:9]1[CH3:28])(=[O:27])[CH3:26].